This data is from Full USPTO retrosynthesis dataset with 1.9M reactions from patents (1976-2016). The task is: Predict the reactants needed to synthesize the given product. (1) Given the product [OH:59][CH2:58][CH:57]([NH:56][C:14]([C:4]1[C:3]([C:17]2[CH:18]=[CH:19][CH:20]=[CH:21][CH:22]=2)=[CH:2][N:7]=[N:6][C:5]=1[C:8]1[CH:13]=[CH:12][CH:11]=[CH:10][CH:9]=1)=[O:16])[CH3:60], predict the reactants needed to synthesize it. The reactants are: C[C:2]1[N:7]=[N:6][C:5]([C:8]2[CH:13]=[CH:12][CH:11]=[CH:10][CH:9]=2)=[C:4]([C:14]([OH:16])=O)[C:3]=1[C:17]1[CH:22]=[CH:21][CH:20]=[CH:19][CH:18]=1.CCN(C(C)C)C(C)C.CN(C(ON1N=NC2C=CC=NC1=2)=[N+](C)C)C.F[P-](F)(F)(F)(F)F.[NH2:56][CH:57]([CH3:60])[CH2:58][OH:59]. (2) Given the product [CH3:1][O:2][C:3](=[O:13])[CH:4]([NH:12][S:28]([C:25]1[CH:26]=[CH:27][C:22]([Cl:21])=[CH:23][CH:24]=1)(=[O:30])=[O:29])[CH2:5][C:6]1[CH:11]=[CH:10][CH:9]=[CH:8][CH:7]=1, predict the reactants needed to synthesize it. The reactants are: [CH3:1][O:2][C:3](=[O:13])[CH:4]([NH2:12])[CH2:5][C:6]1[CH:11]=[CH:10][CH:9]=[CH:8][CH:7]=1.C(N(CC)CC)C.[Cl:21][C:22]1[CH:27]=[CH:26][C:25]([S:28](Cl)(=[O:30])=[O:29])=[CH:24][CH:23]=1. (3) Given the product [C:1]([O:5][C:6](=[O:36])[NH:7][C:8]1([C:12]2[CH:17]=[CH:16][C:15]([C:18]3[C:27](=[O:28])[C:26]4[C:25](=[C:24]([F:29])[CH:23]=[CH:22][CH:21]=4)[O:20][C:19]=3[C:30]3[CH:35]=[CH:34][CH:33]=[CH:32][CH:31]=3)=[CH:14][CH:13]=2)[CH2:9][CH2:10][CH2:11]1)([CH3:2])([CH3:4])[CH3:3], predict the reactants needed to synthesize it. The reactants are: [C:1]([O:5][C:6](=[O:36])[NH:7][C:8]1([C:12]2[CH:17]=[CH:16][C:15]([C:18]3[C:27](=[O:28])[C:26]4[C:21](=[CH:22][CH:23]=[C:24]([F:29])[CH:25]=4)[O:20][C:19]=3[C:30]3[CH:35]=[CH:34][CH:33]=[CH:32][CH:31]=3)=[CH:14][CH:13]=2)[CH2:11][CH2:10][CH2:9]1)([CH3:4])([CH3:3])[CH3:2].FC1C=CC=C2C=1OC(C1C=CC=CC=1)=C(I)C2=O. (4) Given the product [F:3][C:4]1[CH:5]=[C:6]([NH:11][C:12]2[N:21]=[CH:20][CH:19]=[CH:18][C:13]=2[C:14]([OH:16])=[O:15])[CH:7]=[CH:8][C:9]=1[CH3:10], predict the reactants needed to synthesize it. The reactants are: [OH-].[Li+].[F:3][C:4]1[CH:5]=[C:6]([NH:11][C:12]2[N:21]=[CH:20][CH:19]=[CH:18][C:13]=2[C:14]([O:16]C)=[O:15])[CH:7]=[CH:8][C:9]=1[CH3:10]. (5) Given the product [F:1][C:2]1[CH:10]=[CH:9][CH:8]=[C:7]2[C:3]=1[CH:4]=[CH:5][N:6]2[S:11]([C:14]1[CH:19]=[CH:18][C:17]([O:20][CH3:21])=[C:16]([N:22]2[CH2:27][CH2:26][N:25]([CH3:28])[CH2:24][CH2:23]2)[CH:15]=1)(=[O:13])=[O:12], predict the reactants needed to synthesize it. The reactants are: [F:1][C:2]1[CH:10]=[CH:9][CH:8]=[C:7]2[C:3]=1[CH:4]=[CH:5][N:6]2[S:11]([C:14]1[CH:19]=[CH:18][C:17]([O:20][CH3:21])=[C:16]([N:22]2[CH2:27][CH2:26][NH:25][CH2:24][CH2:23]2)[CH:15]=1)(=[O:13])=[O:12].[C:28]([BH3-])#N.[Na+].C=O. (6) Given the product [CH2:1]([O:8][C:9]1[C:18]2[C:13](=[CH:14][CH:15]=[CH:16][CH:17]=2)[C:12]([OH:19])=[CH:11][C:10]=1[CH3:28])[C:2]1[CH:3]=[CH:4][CH:5]=[CH:6][CH:7]=1, predict the reactants needed to synthesize it. The reactants are: [CH2:1]([O:8][C:9]1[C:18]2[C:13](=[CH:14][CH:15]=[CH:16][CH:17]=2)[C:12]([O:19]C(=O)C2C=CC=CC=2)=[CH:11][C:10]=1[CH3:28])[C:2]1[CH:7]=[CH:6][CH:5]=[CH:4][CH:3]=1.[OH-].[Na+]. (7) Given the product [Cl:26][C@@:14]1([F:25])[C@H:15]([OH:16])[C@@H:11]([CH2:10][OH:9])[O:12][C@H:13]1[N:27]1[CH:32]=[CH:31][C:30](=[O:33])[NH:29][C:28]1=[O:34], predict the reactants needed to synthesize it. The reactants are: C([O:9][CH2:10][C@@H:11]1[C@@H:15]([O:16]C(=O)C2C=CC=CC=2)[C@@:14]([Cl:26])([F:25])[C@H:13]([N:27]2[CH:32]=[CH:31][C:30](=[O:33])[NH:29][C:28]2=[O:34])[O:12]1)(=O)C1C=CC=CC=1.CCO.